Dataset: NCI-60 drug combinations with 297,098 pairs across 59 cell lines. Task: Regression. Given two drug SMILES strings and cell line genomic features, predict the synergy score measuring deviation from expected non-interaction effect. (1) Drug 1: CCCS(=O)(=O)NC1=C(C(=C(C=C1)F)C(=O)C2=CNC3=C2C=C(C=N3)C4=CC=C(C=C4)Cl)F. Drug 2: C1=NNC2=C1C(=O)NC=N2. Cell line: LOX IMVI. Synergy scores: CSS=49.6, Synergy_ZIP=8.43, Synergy_Bliss=9.17, Synergy_Loewe=13.3, Synergy_HSA=14.3. (2) Synergy scores: CSS=-0.559, Synergy_ZIP=1.99, Synergy_Bliss=0.687, Synergy_Loewe=-2.63, Synergy_HSA=-3.12. Drug 1: COC1=NC(=NC2=C1N=CN2C3C(C(C(O3)CO)O)O)N. Drug 2: CC1CCC2CC(C(=CC=CC=CC(CC(C(=O)C(C(C(=CC(C(=O)CC(OC(=O)C3CCCCN3C(=O)C(=O)C1(O2)O)C(C)CC4CCC(C(C4)OC)O)C)C)O)OC)C)C)C)OC. Cell line: MALME-3M. (3) Drug 1: CC1=CC2C(CCC3(C2CCC3(C(=O)C)OC(=O)C)C)C4(C1=CC(=O)CC4)C. Drug 2: C#CCC(CC1=CN=C2C(=N1)C(=NC(=N2)N)N)C3=CC=C(C=C3)C(=O)NC(CCC(=O)O)C(=O)O. Cell line: A498. Synergy scores: CSS=5.81, Synergy_ZIP=2.12, Synergy_Bliss=-0.625, Synergy_Loewe=0.483, Synergy_HSA=0.592. (4) Drug 1: CCC1=CC2CC(C3=C(CN(C2)C1)C4=CC=CC=C4N3)(C5=C(C=C6C(=C5)C78CCN9C7C(C=CC9)(C(C(C8N6C)(C(=O)OC)O)OC(=O)C)CC)OC)C(=O)OC.C(C(C(=O)O)O)(C(=O)O)O. Drug 2: C1=CC(=CC=C1C#N)C(C2=CC=C(C=C2)C#N)N3C=NC=N3. Cell line: SW-620. Synergy scores: CSS=55.0, Synergy_ZIP=-0.520, Synergy_Bliss=-0.671, Synergy_Loewe=-32.2, Synergy_HSA=-0.955. (5) Drug 1: C1=C(C(=O)NC(=O)N1)F. Drug 2: CCC(=C(C1=CC=CC=C1)C2=CC=C(C=C2)OCCN(C)C)C3=CC=CC=C3.C(C(=O)O)C(CC(=O)O)(C(=O)O)O. Cell line: RXF 393. Synergy scores: CSS=26.6, Synergy_ZIP=-7.10, Synergy_Bliss=-3.52, Synergy_Loewe=-5.59, Synergy_HSA=-4.92. (6) Cell line: SK-MEL-2. Drug 2: CC(C1=C(C=CC(=C1Cl)F)Cl)OC2=C(N=CC(=C2)C3=CN(N=C3)C4CCNCC4)N. Drug 1: CN1CCC(CC1)COC2=C(C=C3C(=C2)N=CN=C3NC4=C(C=C(C=C4)Br)F)OC. Synergy scores: CSS=7.52, Synergy_ZIP=1.18, Synergy_Bliss=3.47, Synergy_Loewe=-1.06, Synergy_HSA=-0.464. (7) Drug 1: B(C(CC(C)C)NC(=O)C(CC1=CC=CC=C1)NC(=O)C2=NC=CN=C2)(O)O. Drug 2: N.N.Cl[Pt+2]Cl. Cell line: ACHN. Synergy scores: CSS=74.4, Synergy_ZIP=2.87, Synergy_Bliss=2.66, Synergy_Loewe=-1.43, Synergy_HSA=3.39.